From a dataset of Ames mutagenicity test results for genotoxicity prediction. Regression/Classification. Given a drug SMILES string, predict its toxicity properties. Task type varies by dataset: regression for continuous values (e.g., LD50, hERG inhibition percentage) or binary classification for toxic/non-toxic outcomes (e.g., AMES mutagenicity, cardiotoxicity, hepatotoxicity). Dataset: ames. (1) The molecule is COc1ccc(C2OC2C)cc1. The result is 1 (mutagenic). (2) The result is 1 (mutagenic). The compound is O=[N+]([O-])c1cccc2c1ncc1cnc3ccccc3c12. (3) The compound is COC(=O)C(CSCC(C)Br)NC(C)=O. The result is 1 (mutagenic). (4) The result is 1 (mutagenic). The compound is CCCSC(=O)Cl. (5) The result is 1 (mutagenic). The molecule is O=[N+]([O-])c1ccc2c3c(ccc([N+](=O)[O-])c13)-c1ccccc1-2.